This data is from Forward reaction prediction with 1.9M reactions from USPTO patents (1976-2016). The task is: Predict the product of the given reaction. (1) Given the reactants [Br:1][C:2]1[NH:3][C:4]([C:11]([O:13][CH3:14])=[O:12])=[C:5]([C:7]([O:9][CH3:10])=[O:8])[N:6]=1.[CH3:15][O:16][C:17]1[CH:24]=[CH:23][C:20]([CH2:21]Cl)=[CH:19][CH:18]=1, predict the reaction product. The product is: [Br:1][C:2]1[N:6]([CH2:21][C:20]2[CH:23]=[CH:24][C:17]([O:16][CH3:15])=[CH:18][CH:19]=2)[C:5]([C:7]([O:9][CH3:10])=[O:8])=[C:4]([C:11]([O:13][CH3:14])=[O:12])[N:3]=1. (2) Given the reactants Cl.C(OC(=O)[NH:8][CH2:9][C:10]#[C:11][C:12]1[CH:17]=[CH:16][CH:15]=[C:14]([C:18]([C:20]2[C:28]3[C:27]([NH2:29])=[N:26][CH:25]=[N:24][C:23]=3[N:22]([CH:30]3[CH2:34][CH2:33][CH2:32][CH2:31]3)[CH:21]=2)=[O:19])[CH:13]=1)(C)(C)C, predict the reaction product. The product is: [NH2:29][C:27]1[C:28]2[C:20]([C:18]([C:14]3[CH:15]=[CH:16][CH:17]=[C:12]([C:11]#[C:10][CH2:9][NH2:8])[CH:13]=3)=[O:19])=[CH:21][N:22]([CH:30]3[CH2:31][CH2:32][CH2:33][CH2:34]3)[C:23]=2[N:24]=[CH:25][N:26]=1. (3) Given the reactants [CH2:1]([N:3]([CH2:11][C:12]1[CH:13]=[N:14][CH:15]=[C:16]([C:19]2[CH:20]=[C:21]3[C:25](=[CH:26][CH:27]=2)[N:24]([CH:28]2[CH2:33][CH2:32][CH2:31][CH2:30][O:29]2)[N:23]=[C:22]3[C:34]2[NH:35][C:36]([C:39]([NH:41][CH2:42][C:43]3C=NC=[CH:47][CH:48]=3)=[O:40])=[CH:37][N:38]=2)[C:17]=1[CH3:18])[C:4](=[O:10])[O:5][C:6]([CH3:9])([CH3:8])[CH3:7])[CH3:2].C(O[C:54]([N:56]([CH2:59]C1C(C)=C(C2C=C3C(=CC=2)N(C2CCCCO2)N=C3C2NC(C(O)=O)=CN=2)C=NC=1)[CH2:57][CH3:58])=O)(C)(C)C.[CH:90](N(C(C)C)CC)([CH3:92])[CH3:91].C(NCCN(C)C)C1C=CC=CC=1.CN(C(ON1N=NC2C=CC=NC1=2)=[N+](C)C)C.F[P-](F)(F)(F)(F)F, predict the reaction product. The product is: [C:6]([O:5][C:4](=[O:10])[N:3]([CH2:11][C:12]1[CH:13]=[N:14][CH:15]=[C:16]([C:19]2[CH:20]=[C:21]3[C:25](=[CH:26][CH:27]=2)[N:24]([CH:28]2[CH2:33][CH2:32][CH2:31][CH2:30][O:29]2)[N:23]=[C:22]3[C:34]2[NH:35][C:36]([C:39]([N:41]([CH2:42][C:43]3[CH:92]=[CH:90][CH:91]=[CH:47][CH:48]=3)[CH2:58][CH2:57][N:56]([CH3:59])[CH3:54])=[O:40])=[CH:37][N:38]=2)[C:17]=1[CH3:18])[CH2:1][CH3:2])([CH3:7])([CH3:9])[CH3:8].